Dataset: Reaction yield outcomes from USPTO patents with 853,638 reactions. Task: Predict the reaction yield, written as a fraction of the theoretical maximum amount of product (1.0 means a 100% yield; for example, 0.34 means a 34% yield). The reactants are [H-].[Na+].[NH:3]1[C:11]2[C:6](=[CH:7][CH:8]=[CH:9][N:10]=2)[CH:5]=[CH:4]1.[C:12]1(=O)[CH2:17][CH2:16][CH2:15][CH2:14][CH2:13]1. The catalyst is CO. The product is [C:12]1([C:5]2[C:6]3[C:11](=[N:10][CH:9]=[CH:8][CH:7]=3)[NH:3][CH:4]=2)[CH2:17][CH2:16][CH2:15][CH2:14][CH:13]=1. The yield is 0.760.